This data is from Catalyst prediction with 721,799 reactions and 888 catalyst types from USPTO. The task is: Predict which catalyst facilitates the given reaction. (1) Reactant: [H-].[Na+].[C:3]([O:11][CH2:12][CH3:13])(=[O:10])[CH2:4][C:5]([O:7][CH2:8][CH3:9])=[O:6].[Br:14][C:15]1[CH:16]=[C:17]([CH:20]=[CH:21][CH:22]=1)[CH2:18]Br. Product: [Br:14][C:15]1[CH:16]=[C:17]([CH:20]=[CH:21][CH:22]=1)[CH2:18][CH:4]([C:5]([O:7][CH2:8][CH3:9])=[O:6])[C:3]([O:11][CH2:12][CH3:13])=[O:10]. The catalyst class is: 213. (2) Reactant: [Br:1][C:2]1[CH:3]=[C:4]([CH:28]=[CH:29][C:30]=1[O:31]C)[CH2:5][C@H:6]1[C@H:14]2[C@@H:10]([N:11]([CH2:16][C:17]3[CH:22]=[CH:21][CH:20]=[C:19]([CH:23]([CH3:25])[CH3:24])[CH:18]=3)[C:12](=[O:15])[O:13]2)[CH2:9][S:8](=[O:27])(=[O:26])[CH2:7]1.B(Br)(Br)Br. Product: [Br:1][C:2]1[CH:3]=[C:4]([CH:28]=[CH:29][C:30]=1[OH:31])[CH2:5][C@H:6]1[C@H:14]2[C@@H:10]([N:11]([CH2:16][C:17]3[CH:22]=[CH:21][CH:20]=[C:19]([CH:23]([CH3:25])[CH3:24])[CH:18]=3)[C:12](=[O:15])[O:13]2)[CH2:9][S:8](=[O:27])(=[O:26])[CH2:7]1. The catalyst class is: 2. (3) Reactant: [F:1][C:2]1[CH:3]=[CH:4][C:5]([C:26]2[C:31]([CH3:32])=[CH:30][C:29]([OH:33])=[CH:28][C:27]=2[CH3:34])=[C:6]2[C:10]=1[C@H:9]([O:11][C:12]1[CH:25]=[CH:24][C:15]3[C@H:16]([CH2:19][C:20]([O:22][CH3:23])=[O:21])[CH2:17][O:18][C:14]=3[CH:13]=1)[CH2:8][CH2:7]2.Cl.Cl[CH2:37][C:38]1[N:42]([CH3:43])[N:41]=[CH:40][CH:39]=1.C(=O)([O-])[O-].[K+].[K+]. The catalyst class is: 9. Product: [CH3:34][C:27]1[CH:28]=[C:29]([O:33][CH2:37][C:38]2[N:42]([CH3:43])[N:41]=[CH:40][CH:39]=2)[CH:30]=[C:31]([CH3:32])[C:26]=1[C:5]1[CH:4]=[CH:3][C:2]([F:1])=[C:10]2[C:6]=1[CH2:7][CH2:8][C@H:9]2[O:11][C:12]1[CH:25]=[CH:24][C:15]2[C@H:16]([CH2:19][C:20]([O:22][CH3:23])=[O:21])[CH2:17][O:18][C:14]=2[CH:13]=1.